Dataset: Catalyst prediction with 721,799 reactions and 888 catalyst types from USPTO. Task: Predict which catalyst facilitates the given reaction. Reactant: O([C:9]([O:11][C:12]([CH3:15])([CH3:14])[CH3:13])=[O:10])[C:9]([O:11][C:12]([CH3:15])([CH3:14])[CH3:13])=[O:10].[NH:16]1[C@H:20]([C:21]([O:23][CH2:24][CH3:25])=[O:22])[CH2:19][CH2:18][C@@H:17]1[C:26]([O:28][CH2:29][CH3:30])=[O:27]. Product: [N:16]1([C:9]([O:11][C:12]([CH3:13])([CH3:14])[CH3:15])=[O:10])[C@H:20]([C:21]([O:23][CH2:24][CH3:25])=[O:22])[CH2:19][CH2:18][C@@H:17]1[C:26]([O:28][CH2:29][CH3:30])=[O:27]. The catalyst class is: 23.